Dataset: Full USPTO retrosynthesis dataset with 1.9M reactions from patents (1976-2016). Task: Predict the reactants needed to synthesize the given product. (1) Given the product [CH3:38][O:37][C:31]1[CH:30]=[C:29]([C:27]([C@@H:24]2[C@:23]3([CH3:39])[C@H:18]([C:19]([CH3:41])([CH3:40])[CH2:20][CH2:21][CH2:22]3)[CH2:17][C@H:16]([CH2:15][N:7]3[CH2:8][CH2:9][N:4]([CH3:3])[CH2:5][CH2:6]3)[C@H:25]2[CH3:26])=[O:28])[CH:34]=[C:33]([O:35][CH3:36])[CH:32]=1, predict the reactants needed to synthesize it. The reactants are: [H-].[Na+].[CH3:3][N:4]1[CH2:9][CH2:8][NH:7][CH2:6][CH2:5]1.CS(O[CH2:15][C@@H:16]1[C@@H:25]([CH3:26])[C@H:24]([C:27]([C:29]2[CH:34]=[C:33]([O:35][CH3:36])[CH:32]=[C:31]([O:37][CH3:38])[CH:30]=2)=[O:28])[C@:23]2([CH3:39])[C@H:18]([C:19]([CH3:41])([CH3:40])[CH2:20][CH2:21][CH2:22]2)[CH2:17]1)(=O)=O.C([O-])(O)=O.[Na+]. (2) Given the product [CH:1]1([C:7]2[C:8]3[CH:32]=[CH:31][C:30]([C:33]([O:35][CH3:36])=[O:34])=[CH:29][C:9]=3[N:10]3[C:16]=2[C:15]2[CH:17]=[CH:18][CH:19]=[C:20]([C:43]4[CH:44]=[N:45][CH:46]=[CH:47][CH:48]=4)[C:14]=2[O:13][CH2:12][CH2:11]3)[CH2:2][CH2:3][CH2:4][CH2:5][CH2:6]1, predict the reactants needed to synthesize it. The reactants are: [CH:1]1([C:7]2[C:8]3[CH:32]=[CH:31][C:30]([C:33]([O:35][CH3:36])=[O:34])=[CH:29][C:9]=3[N:10]3[C:16]=2[C:15]2[CH:17]=[CH:18][CH:19]=[C:20](OS(C(F)(F)F)(=O)=O)[C:14]=2[O:13][CH2:12][CH2:11]3)[CH2:6][CH2:5][CH2:4][CH2:3][CH2:2]1.O1CCCOB1[C:43]1[CH:44]=[N:45][CH:46]=[CH:47][CH:48]=1.C(=O)([O-])O.[Na+]. (3) Given the product [Cl:31][C:32]1[C:33]([O:47][CH3:48])=[N:34][CH:35]=[C:36]([Cl:46])[C:37]=1[CH2:38][CH2:39][N:40]([CH2:41][C:42]([CH3:45])([CH3:43])[CH3:44])[C:27]([C:21]1[CH:20]=[N:19][N:18]([C@H:15]2[CH2:16][CH2:17][C@H:12]([C:10]([O:9][CH2:7][CH3:8])=[O:11])[C@H:13]([CH3:30])[CH2:14]2)[C:22]=1[C:23]([F:24])([F:26])[F:25])=[O:28], predict the reactants needed to synthesize it. The reactants are: C(Cl)(=O)C(Cl)=O.[CH2:7]([O:9][C:10]([C@H:12]1[CH2:17][CH2:16][C@H:15]([N:18]2[C:22]([C:23]([F:26])([F:25])[F:24])=[C:21]([C:27](O)=[O:28])[CH:20]=[N:19]2)[CH2:14][C@H:13]1[CH3:30])=[O:11])[CH3:8].[Cl:31][C:32]1[C:33]([O:47][CH3:48])=[N:34][CH:35]=[C:36]([Cl:46])[C:37]=1[CH2:38][CH2:39][NH:40][CH2:41][C:42]([CH3:45])([CH3:44])[CH3:43].CCN(C(C)C)C(C)C.